From a dataset of Full USPTO retrosynthesis dataset with 1.9M reactions from patents (1976-2016). Predict the reactants needed to synthesize the given product. (1) Given the product [CH2:2]([C:1]1[O:4][C:6](=[O:14])[C:7]2[CH:13]=[CH:12][CH:11]=[CH:10][C:8]=2[N:9]=1)[CH3:3], predict the reactants needed to synthesize it. The reactants are: [C:1](Cl)(=[O:4])[CH2:2][CH3:3].[C:6](O)(=[O:14])[C:7]1[C:8](=[CH:10][CH:11]=[CH:12][CH:13]=1)[NH2:9].Cl. (2) The reactants are: [CH2:1]([S:8]([N:11]1[CH:15]=[CH:14][C:13]([NH2:16])=[CH:12]1)(=[O:10])=[O:9])[C:2]1[CH:7]=[CH:6][CH:5]=[CH:4][CH:3]=1.C(N(CC)CC)C.Cl.[N:25]1[CH:30]=[CH:29][CH:28]=[CH:27][C:26]=1[C:31](Cl)=[O:32]. Given the product [CH2:1]([S:8]([N:11]1[CH:15]=[CH:14][C:13]([NH:16][C:31](=[O:32])[C:26]2[CH:27]=[CH:28][CH:29]=[CH:30][N:25]=2)=[CH:12]1)(=[O:10])=[O:9])[C:2]1[CH:7]=[CH:6][CH:5]=[CH:4][CH:3]=1, predict the reactants needed to synthesize it. (3) Given the product [NH2:25][C:11]1[CH:10]=[C:9]([NH:8][C:6](=[O:7])[C:5]2[CH:4]=[CH:3][C:2]([Cl:1])=[CH:29][CH:28]=2)[CH:14]=[CH:13][C:12]=1[C:15]1[N:19]([CH3:20])[N:18]=[C:17]([C:21]([F:24])([F:22])[F:23])[CH:16]=1, predict the reactants needed to synthesize it. The reactants are: [Cl:1][C:2]1[CH:29]=[CH:28][C:5]([C:6]([NH:8][C:9]2[CH:14]=[CH:13][C:12]([C:15]3[N:19]([CH3:20])[N:18]=[C:17]([C:21]([F:24])([F:23])[F:22])[CH:16]=3)=[C:11]([N+:25]([O-])=O)[CH:10]=2)=[O:7])=[CH:4][CH:3]=1.[Sn](Cl)Cl. (4) Given the product [N:1]([CH2:4][C@H:5]1[CH2:10][CH2:9][CH2:8][CH2:7][C@@H:6]1[NH:11][CH:13]1[CH2:18][CH2:17][N:16]([C:19]([O:21][C:22]([CH3:25])([CH3:24])[CH3:23])=[O:20])[CH2:15][CH2:14]1)=[N+:2]=[N-:3], predict the reactants needed to synthesize it. The reactants are: [N:1]([CH2:4][C@H:5]1[CH2:10][CH2:9][CH2:8][CH2:7][C@@H:6]1[NH2:11])=[N+:2]=[N-:3].O=[C:13]1[CH2:18][CH2:17][N:16]([C:19]([O:21][C:22]([CH3:25])([CH3:24])[CH3:23])=[O:20])[CH2:15][CH2:14]1. (5) Given the product [CH3:8][C:7]1[C:2]([NH:22][C:23]2[S:24][C:25]([C:28]#[N:29])=[CH:26][N:27]=2)=[N:3][C:4]([N:10]2[CH2:14][CH2:13][CH2:12][CH:11]2[C:15]2[CH:20]=[CH:19][C:18]([CH3:21])=[CH:17][CH:16]=2)=[C:5]([CH3:9])[N:6]=1, predict the reactants needed to synthesize it. The reactants are: Cl[C:2]1[C:7]([CH3:8])=[N:6][C:5]([CH3:9])=[C:4]([N:10]2[CH2:14][CH2:13][CH2:12][CH:11]2[C:15]2[CH:20]=[CH:19][C:18]([CH3:21])=[CH:17][CH:16]=2)[N:3]=1.[NH2:22][C:23]1[S:24][C:25]([C:28]#[N:29])=[CH:26][N:27]=1.CC(C1C=C(C(C)C)C(C2C(P(C(C)(C)C)C(C)(C)C)=CC=CC=2)=C(C(C)C)C=1)C.P([O-])([O-])([O-])=O.[K+].[K+].[K+]. (6) Given the product [S:1]1[C:5]2[CH:6]=[CH:7][CH:8]=[CH:9][C:4]=2[N:3]=[C:2]1[O:10][CH2:18][C:19]([OH:21])=[O:20], predict the reactants needed to synthesize it. The reactants are: [S:1]1[C:5]2[CH:6]=[CH:7][CH:8]=[CH:9][C:4]=2[N:3]=[C:2]1[OH:10].C(=O)([O-])[O-].[K+].[K+].Br[CH2:18][C:19]([O:21]CC)=[O:20]. (7) Given the product [CH3:27][C:10]([C:9]1[CH:4]=[CH:5][CH:6]=[CH:7][CH:8]=1)([CH3:28])[CH2:11][C:12](=[O:26])[C:13]([OH:14])=[O:34], predict the reactants needed to synthesize it. The reactants are: O1[C:5]2[CH:6]=[CH:7][CH:8]=[C:9]([C:10]([CH3:28])([CH3:27])[CH2:11][C:12](=[O:26])[C:13](NC3C=CC=C4C=3C=CC=N4)=[O:14])[C:4]=2OC1.CC(C1C=CC=CC=1)(C)CC(=O)C(N)=[O:34]. (8) Given the product [NH2:1][C:2]1[N:3]=[CH:4][C:5]([C:27]2[CH:28]=[CH:29][C:23]3[O:22][CH2:21][CH2:20][N:19]([C:17]([O:16][C:13]([CH3:14])([CH3:12])[CH3:15])=[O:18])[CH2:25][C:24]=3[CH:26]=2)=[CH:6][C:7]=1[N+:8]([O-:10])=[O:9], predict the reactants needed to synthesize it. The reactants are: [NH2:1][C:2]1[C:7]([N+:8]([O-:10])=[O:9])=[CH:6][C:5](Br)=[CH:4][N:3]=1.[CH3:12][C:13]([O:16][C:17]([N:19]1[CH2:25][C:24]2[CH:26]=[C:27](B(O)O)[CH:28]=[CH:29][C:23]=2[O:22][CH2:21][CH2:20]1)=[O:18])([CH3:15])[CH3:14].ClCCl.C(N(C(C)C)CC)(C)C. (9) Given the product [F:1][C:2]1[CH:3]=[CH:4][C:5]([C:8]2[CH:12]=[C:11]([CH:13]3[CH2:14][CH2:15][CH:16]([CH2:26][CH2:27][C:28]4[CH:33]=[CH:32][CH:31]=[CH:30][CH:29]=4)[NH:17][CH2:18]3)[N:10]([C:34]3[N:35]=[CH:36][CH:37]=[CH:38][N:39]=3)[N:9]=2)=[CH:6][CH:7]=1, predict the reactants needed to synthesize it. The reactants are: [F:1][C:2]1[CH:7]=[CH:6][C:5]([C:8]2[CH:12]=[C:11]([CH:13]3[CH2:18][N:17](C(OC(C)(C)C)=O)[CH:16]([CH2:26][CH2:27][C:28]4[CH:33]=[CH:32][CH:31]=[CH:30][CH:29]=4)[CH2:15][CH2:14]3)[N:10]([C:34]3[N:39]=[CH:38][CH:37]=[CH:36][N:35]=3)[N:9]=2)=[CH:4][CH:3]=1.Cl. (10) The reactants are: Cl[C:2]1[CH:7]=[CH:6][N:5]=[C:4]([S:8][CH3:9])[N:3]=1.[Cl:10][C:11]1[CH:16]=[CH:15][C:14](B(O)O)=[CH:13][CH:12]=1.C(=O)([O-])[O-].[Na+].[Na+]. Given the product [Cl:10][C:11]1[CH:16]=[CH:15][C:14]([C:2]2[CH:7]=[CH:6][N:5]=[C:4]([S:8][CH3:9])[N:3]=2)=[CH:13][CH:12]=1, predict the reactants needed to synthesize it.